From a dataset of Peptide-MHC class I binding affinity with 185,985 pairs from IEDB/IMGT. Regression. Given a peptide amino acid sequence and an MHC pseudo amino acid sequence, predict their binding affinity value. This is MHC class I binding data. (1) The peptide sequence is RLLDLFGPEV. The MHC is HLA-A02:01 with pseudo-sequence HLA-A02:01. The binding affinity (normalized) is 1.00. (2) The peptide sequence is RYLKDQQLL. The MHC is HLA-A26:01 with pseudo-sequence HLA-A26:01. The binding affinity (normalized) is 0. (3) The peptide sequence is KFRKSSFFV. The MHC is HLA-A02:01 with pseudo-sequence HLA-A02:01. The binding affinity (normalized) is 0.172. (4) The peptide sequence is RPRHQGVMV. The MHC is HLA-A03:01 with pseudo-sequence HLA-A03:01. The binding affinity (normalized) is 0.0847. (5) The peptide sequence is VFRKRNLTI. The MHC is HLA-A23:01 with pseudo-sequence HLA-A23:01. The binding affinity (normalized) is 0.350. (6) The peptide sequence is VMSELFDTL. The MHC is HLA-A69:01 with pseudo-sequence HLA-A69:01. The binding affinity (normalized) is 0.0847. (7) The MHC is HLA-A11:01 with pseudo-sequence HLA-A11:01. The binding affinity (normalized) is 1.00. The peptide sequence is VTSSGTIYK.